Predict the reaction yield, written as a fraction of the theoretical maximum amount of product (1.0 means a 100% yield; for example, 0.34 means a 34% yield). From a dataset of Reaction yield outcomes from USPTO patents with 853,638 reactions. The reactants are [Na].[CH2:2]([N:9]1[CH2:14][CH2:13][C:12]([NH:18][C:19]2[CH:24]=[CH:23][CH:22]=[CH:21][CH:20]=2)([C:15]([OH:17])=[O:16])[CH2:11][CH2:10]1)[C:3]1[CH:8]=[CH:7][CH:6]=[CH:5][CH:4]=1.[C:25](O[C:25](=[O:28])[CH2:26][CH3:27])(=[O:28])[CH2:26][CH3:27]. The catalyst is O. The product is [CH2:2]([N:9]1[CH2:10][CH2:11][C:12]([N:18]([C:19]2[CH:24]=[CH:23][CH:22]=[CH:21][CH:20]=2)[C:25](=[O:28])[CH2:26][CH3:27])([C:15]([OH:17])=[O:16])[CH2:13][CH2:14]1)[C:3]1[CH:4]=[CH:5][CH:6]=[CH:7][CH:8]=1. The yield is 0.750.